This data is from Orexin1 receptor HTS with 218,158 compounds and 233 confirmed actives. The task is: Binary Classification. Given a drug SMILES string, predict its activity (active/inactive) in a high-throughput screening assay against a specified biological target. (1) The molecule is Clc1cc(NC(=O)Nc2sccc2c2sc3c(n2)cccc3)ccc1. The result is 0 (inactive). (2) The compound is S(CC(=O)NC1CC1)c1sc(Nc2c(F)cccc2)nn1. The result is 0 (inactive).